From a dataset of Forward reaction prediction with 1.9M reactions from USPTO patents (1976-2016). Predict the product of the given reaction. (1) The product is: [CH:1]1([NH:7][C:9]2[C:14]([C:15]([O:17][CH2:18][CH3:19])=[O:16])=[C:13]([CH3:20])[N:12]=[C:11]3[N:21]([CH2:24][CH3:25])[N:22]=[CH:23][C:10]=23)[CH2:6][CH2:5][CH2:4][CH2:3][CH2:2]1. Given the reactants [CH:1]1([NH2:7])[CH2:6][CH2:5][CH2:4][CH2:3][CH2:2]1.Cl[C:9]1[C:14]([C:15]([O:17][CH2:18][CH3:19])=[O:16])=[C:13]([CH3:20])[N:12]=[C:11]2[N:21]([CH2:24][CH3:25])[N:22]=[CH:23][C:10]=12, predict the reaction product. (2) Given the reactants [F:1][C:2]1[CH:3]=[C:4]([CH:8](O)[C:9]2[CH:14]=[CH:13][CH:12]=[CH:11][C:10]=2[C:15]2[CH:20]=[CH:19][C:18]([S:21]([CH3:24])(=[O:23])=[O:22])=[CH:17][CH:16]=2)[CH:5]=[CH:6][CH:7]=1.FC(F)(F)C(O)=O.[BH4-].[Na+], predict the reaction product. The product is: [F:1][C:2]1[CH:3]=[C:4]([CH2:8][C:9]2[CH:14]=[CH:13][CH:12]=[CH:11][C:10]=2[C:15]2[CH:20]=[CH:19][C:18]([S:21]([CH3:24])(=[O:23])=[O:22])=[CH:17][CH:16]=2)[CH:5]=[CH:6][CH:7]=1. (3) Given the reactants Cl[C:2]1[C:7]([C:8]2[CH:13]=[CH:12][CH:11]=[CH:10][C:9]=2[F:14])=[CH:6][N:5]2[CH:15]=[CH:16][N:17]=[C:4]2[N:3]=1.[CH:18]([C:20]1[CH:25]=[CH:24][C:23](B(O)O)=[CH:22][CH:21]=1)=[O:19].C([O-])([O-])=O.[Na+].[Na+], predict the reaction product. The product is: [F:14][C:9]1[CH:10]=[CH:11][CH:12]=[CH:13][C:8]=1[C:7]1[C:2]([C:23]2[CH:24]=[CH:25][C:20]([CH:18]=[O:19])=[CH:21][CH:22]=2)=[N:3][C:4]2[N:5]([CH:15]=[CH:16][N:17]=2)[CH:6]=1. (4) Given the reactants [F:1][CH:2]([F:19])[CH2:3][CH2:4][NH:5][C:6]1[N:14]=[CH:13][C:12]([C:15]([F:18])([F:17])[F:16])=[CH:11][C:7]=1[C:8]([OH:10])=O.[CH3:20][C:21]([NH2:25])([C:23]#[CH:24])[CH3:22].C1C=CC2N(O)N=NC=2C=1.CCN=C=NCCCN(C)C.CCN(C(C)C)C(C)C, predict the reaction product. The product is: [F:19][CH:2]([F:1])[CH2:3][CH2:4][NH:5][C:6]1[N:14]=[CH:13][C:12]([C:15]([F:18])([F:17])[F:16])=[CH:11][C:7]=1[C:8]([NH:25][C:21]([CH3:22])([C:23]#[CH:24])[CH3:20])=[O:10]. (5) Given the reactants [CH2:1]([N:8]1[CH2:13][CH2:12][C:11]2([C:21]3[C:20](=[O:22])[NH:19][C:18](=[O:23])[N:17]([CH2:24][C:25]4[C:30]([C:31]([F:34])([F:33])[F:32])=[CH:29][CH:28]=[CH:27][C:26]=4[F:35])[C:16]=3[CH2:15]O2)[CH2:10][CH2:9]1)[C:2]1[CH:7]=[CH:6][CH:5]=[CH:4][CH:3]=1.[CH2:36](N1CCC2(C3C(=O)NC(=O)NC=3CC2)CC1)C1C=CC=CC=1, predict the reaction product. The product is: [CH2:1]([N:8]1[CH2:9][CH2:10][C:11]2([C:21]3[C:20](=[O:22])[NH:19][C:18](=[O:23])[N:17]([CH2:24][C:25]4[C:30]([C:31]([F:34])([F:32])[F:33])=[CH:29][CH:28]=[CH:27][C:26]=4[F:35])[C:16]=3[CH2:15][CH2:36]2)[CH2:12][CH2:13]1)[C:2]1[CH:7]=[CH:6][CH:5]=[CH:4][CH:3]=1. (6) Given the reactants [CH3:1][N:2]1[C:6]([CH3:7])=[C:5]([C:8](O)=[O:9])[C:4]([C:11]([F:14])([F:13])[F:12])=[N:3]1.S(Cl)([Cl:17])=O, predict the reaction product. The product is: [CH3:1][N:2]1[C:6]([CH3:7])=[C:5]([C:8]([Cl:17])=[O:9])[C:4]([C:11]([F:14])([F:13])[F:12])=[N:3]1. (7) Given the reactants [CH2:1]([O:11][C:12](=[O:22])[CH:13]=[CH:14][C:15]1[CH:20]=[CH:19][CH:18]=[CH:17][C:16]=1[OH:21])[CH2:2][CH2:3][CH2:4][CH2:5][CH2:6][CH2:7][CH2:8][CH:9]=[CH2:10].[H-].[Na+].[C:25](Cl)(=[O:27])[CH3:26], predict the reaction product. The product is: [CH2:1]([O:11][C:12](=[O:22])[CH:13]=[CH:14][C:15]1[CH:20]=[CH:19][CH:18]=[CH:17][C:16]=1[O:21][C:25](=[O:27])[CH3:26])[CH2:2][CH2:3][CH2:4][CH2:5][CH2:6][CH2:7][CH2:8][CH:9]=[CH2:10]. (8) Given the reactants [S:1]1[C:5]([C:6]2[CH2:10][CH2:9][C@:8]([C:15]3[CH:20]=[CH:19][CH:18]=[C:17]([F:21])[C:16]=3[CH3:22])([C:11]([O:13]C)=[O:12])[CH:7]=2)=[CH:4][C:3]2[CH:23]=[CH:24][CH:25]=[CH:26][C:2]1=2.[OH-].[Na+], predict the reaction product. The product is: [S:1]1[C:5]([C:6]2[CH2:10][CH2:9][C@:8]([C:15]3[CH:20]=[CH:19][CH:18]=[C:17]([F:21])[C:16]=3[CH3:22])([C:11]([OH:13])=[O:12])[CH:7]=2)=[CH:4][C:3]2[CH:23]=[CH:24][CH:25]=[CH:26][C:2]1=2. (9) Given the reactants [Br:1][C:2]1[C:10]2[C:5](=[N:6][C:7]([CH3:11])=[CH:8][CH:9]=2)[NH:4][N:3]=1.[N:12]12[CH2:19][CH:16]([CH2:17][CH2:18]1)[NH:15][CH2:14][CH2:13]2.C(N(CC)CC)C.CN(C)[CH:29]=[O:30], predict the reaction product. The product is: [BrH:1].[N:12]12[CH2:19][CH:16]([CH2:17][CH2:18]1)[N:15]([C:29]([C:2]1[C:10]3[C:5](=[N:6][C:7]([CH3:11])=[CH:8][CH:9]=3)[NH:4][N:3]=1)=[O:30])[CH2:14][CH2:13]2.